Dataset: Forward reaction prediction with 1.9M reactions from USPTO patents (1976-2016). Task: Predict the product of the given reaction. (1) Given the reactants C[Si]([N-][Si](C)(C)C)(C)C.[Na+].O1CCCC1.[Br:16][C:17]1[CH:25]=[C:24]([C:26]#[C:27][CH:28]([O:30][CH3:31])[CH3:29])[C:20]2[O:21][CH2:22][O:23][C:19]=2[C:18]=1[NH2:32].Cl[C:34]1[C:43]2[C:38](=[CH:39][C:40]([O:46][CH2:47][CH2:48][CH2:49][Cl:50])=[C:41]([O:44][CH3:45])[CH:42]=2)[N:37]=[CH:36][N:35]=1.[Cl-].[NH4+].CCCC(C)C, predict the reaction product. The product is: [Br:16][C:17]1[CH:25]=[C:24]([C:26]#[C:27][CH:28]([O:30][CH3:31])[CH3:29])[C:20]2[O:21][CH2:22][O:23][C:19]=2[C:18]=1[NH:32][C:34]1[C:43]2[C:38](=[CH:39][C:40]([O:46][CH2:47][CH2:48][CH2:49][Cl:50])=[C:41]([O:44][CH3:45])[CH:42]=2)[N:37]=[CH:36][N:35]=1. (2) Given the reactants [Cl:1][C:2]1[CH:10]=[CH:9][C:5]([C:6]([OH:8])=[O:7])=[C:4]([CH3:11])[CH:3]=1.S(=O)(=O)(O)O.[I:17]N1C(=O)CCC1=O, predict the reaction product. The product is: [Cl:1][C:2]1[C:10]([I:17])=[CH:9][C:5]([C:6]([OH:8])=[O:7])=[C:4]([CH3:11])[CH:3]=1. (3) Given the reactants [Cl:1][C:2]1[CH:7]=[CH:6][C:5]([S:8]([N:11]2[CH2:16][CH2:15][CH2:14][CH2:13][CH2:12]2)(=[O:10])=[O:9])=[CH:4][C:3]=1[CH2:17][OH:18].C(=O)([O-])[O-].[Cs+].[Cs+].[C:25]([O:29][C:30](=[O:34])[CH:31](Br)[CH3:32])([CH3:28])([CH3:27])[CH3:26].O, predict the reaction product. The product is: [C:25]([O:29][C:30](=[O:34])[CH:31]([O:18][CH2:17][C:3]1[CH:4]=[C:5]([S:8]([N:11]2[CH2:12][CH2:13][CH2:14][CH2:15][CH2:16]2)(=[O:10])=[O:9])[CH:6]=[CH:7][C:2]=1[Cl:1])[CH3:32])([CH3:28])([CH3:27])[CH3:26]. (4) The product is: [N:1]1[CH:6]=[CH:5][CH:4]=[CH:3][C:2]=1[C:7]1[N:11]=[C:10]([C:12]2[CH:13]=[N:14][CH:15]=[C:16]([C:19]3[CH:24]=[CH:23][CH:22]=[CH:21][CH:20]=3)[CH:17]=2)[O:9][N:8]=1. Given the reactants [N:1]1[CH:6]=[CH:5][CH:4]=[CH:3][C:2]=1[C:7]1[N:11]=[C:10]([C:12]2[CH:13]=[N:14][CH:15]=[C:16](Br)[CH:17]=2)[O:9][N:8]=1.[C:19]1(B(O)O)[CH:24]=[CH:23][CH:22]=[CH:21][CH:20]=1.C(=O)([O-])[O-].[Na+].[Na+], predict the reaction product.